Dataset: Forward reaction prediction with 1.9M reactions from USPTO patents (1976-2016). Task: Predict the product of the given reaction. (1) Given the reactants [C:1]([O:6][CH2:7][CH:8]1[O:12][C:10](=[O:11])[CH2:9]1)(=[O:5])[C:2]([CH3:4])=[CH2:3].B(F)(F)F, predict the reaction product. The product is: [C:1]([O:6][CH:7]1[CH2:8][O:12][C:10](=[O:11])[CH2:9]1)(=[O:5])[C:2]([CH3:4])=[CH2:3]. (2) Given the reactants [NH2:1][C:2]1[S:3][CH:4]=[C:5]([C:7]2[C:14]([CH3:15])=[CH:13][C:10]([C:11]#[N:12])=[CH:9][C:8]=2[CH3:16])[N:6]=1.Cl.[C:18](Cl)(=[O:25])[C:19]1[CH:24]=[CH:23][N:22]=[CH:21][CH:20]=1, predict the reaction product. The product is: [C:11]([C:10]1[CH:9]=[C:8]([CH3:16])[C:7]([C:5]2[N:6]=[C:2]([NH:1][C:18](=[O:25])[C:19]3[CH:24]=[CH:23][N:22]=[CH:21][CH:20]=3)[S:3][CH:4]=2)=[C:14]([CH3:15])[CH:13]=1)#[N:12]. (3) Given the reactants N[C@H](C(O)=O)CCCCN.C(=O)([O-])OC1C=CC([N+]([O-])=O)=CC=1CC1C=CC(N=[N+]=[N-])=CC=1.[N-]=[N+]=[N-].C(=O)([O:39][CH2:40][C:41]1[CH:46]=[CH:45][C:44]([NH2:47])=[CH:43][CH:42]=1)N.C(=O)([O:51][CH2:52][C:53]1[CH:58]=[CH:57][C:56]([N:59]=[N+:60]=[N-:61])=[CH:55][CH:54]=1)N, predict the reaction product. The product is: [NH2:47][C:44]1[CH:45]=[CH:46][C:41]([CH2:40][OH:39])=[CH:42][CH:43]=1.[N:59]([C:56]1[CH:55]=[CH:54][C:53]([CH2:52][OH:51])=[CH:58][CH:57]=1)=[N+:60]=[N-:61]. (4) Given the reactants [Cl:1][C:2]1[CH:34]=[CH:33][C:5]([C:6]([N:8]2[C:16]3[C:11](=[CH:12][C:13]([NH:17][C:18]4[CH:29]=[CH:28][C:27]([CH:30]5[CH2:32][CH2:31]5)=[CH:26][C:19]=4[C:20]([O:22]CC=C)=[O:21])=[CH:14][CH:15]=3)[CH:10]=[CH:9]2)=[O:7])=[CH:4][CH:3]=1.C(OCC)(=O)C.Cl, predict the reaction product. The product is: [Cl:1][C:2]1[CH:3]=[CH:4][C:5]([C:6]([N:8]2[C:16]3[C:11](=[CH:12][C:13]([NH:17][C:18]4[CH:29]=[CH:28][C:27]([CH:30]5[CH2:32][CH2:31]5)=[CH:26][C:19]=4[C:20]([OH:22])=[O:21])=[CH:14][CH:15]=3)[CH:10]=[CH:9]2)=[O:7])=[CH:33][CH:34]=1. (5) Given the reactants [CH3:1][C:2]1[CH:7]=[CH:6][C:5]([C:8]2[O:9][C:10]([CH3:13])=[N:11][N:12]=2)=[CH:4][C:3]=1[C:14]1[CH:19]=[CH:18][C:17]([C:20]([OH:22])=O)=[CH:16][CH:15]=1.[OH:23][CH2:24][CH2:25][C:26]1[CH:33]=[CH:32][C:29]([CH2:30][NH2:31])=[CH:28][CH:27]=1, predict the reaction product. The product is: [OH:23][CH2:24][CH2:25][C:26]1[CH:33]=[CH:32][C:29]([CH2:30][NH:31][C:20]([C:17]2[CH:16]=[CH:15][C:14]([C:3]3[CH:4]=[C:5]([C:8]4[O:9][C:10]([CH3:13])=[N:11][N:12]=4)[CH:6]=[CH:7][C:2]=3[CH3:1])=[CH:19][CH:18]=2)=[O:22])=[CH:28][CH:27]=1.